From a dataset of Full USPTO retrosynthesis dataset with 1.9M reactions from patents (1976-2016). Predict the reactants needed to synthesize the given product. (1) Given the product [C:12]1([S:18]([C:21]2[CH:26]=[CH:25][C:24]([N:1]3[C:5]4[CH:6]=[CH:7][CH:8]=[CH:9][C:4]=4[N:3]=[CH:2]3)=[CH:23][CH:22]=2)(=[O:20])=[O:19])[CH:13]=[CH:14][CH:15]=[CH:16][CH:17]=1, predict the reactants needed to synthesize it. The reactants are: [N:1]1[C:5]2[CH:6]=[CH:7][CH:8]=[CH:9][C:4]=2[NH:3][CH:2]=1.[H-].[Na+].[C:12]1([S:18]([C:21]2[CH:26]=[CH:25][C:24](Cl)=[CH:23][CH:22]=2)(=[O:20])=[O:19])[CH:17]=[CH:16][CH:15]=[CH:14][CH:13]=1. (2) The reactants are: [OH-:1].[Na+].[F:3][C:4]1[C:5](Cl)=[N:6][C:7]([Cl:10])=[N:8][CH:9]=1.Cl. Given the product [Cl:10][C:7]1[NH:6][C:5](=[O:1])[C:4]([F:3])=[CH:9][N:8]=1, predict the reactants needed to synthesize it. (3) Given the product [CH3:48][C:46]1([CH3:49])[C:45]([CH3:51])([CH3:50])[O:44][B:43](/[CH:52]=[CH:53]/[C:2]2[CH:7]=[CH:6][C:5]([N+:8]([O-:10])=[O:9])=[CH:4][CH:3]=2)[O:47]1, predict the reactants needed to synthesize it. The reactants are: Br[C:2]1[CH:7]=[CH:6][C:5]([N+:8]([O-:10])=[O:9])=[CH:4][CH:3]=1.C1C=CC(P(C2C=CC=CC=2)C2C=CC=CC=2)=CC=1.C(N(CCCC)CCCC)CCC.[B:43]1([CH:52]=[CH2:53])[O:47][C:46]([CH3:49])([CH3:48])[C:45]([CH3:51])([CH3:50])[O:44]1.Cl. (4) Given the product [NH2:11][C:4]1[CH:3]=[C:2]([Cl:1])[CH:10]=[CH:9][C:5]=1[C:6]([NH2:18])=[O:7], predict the reactants needed to synthesize it. The reactants are: [Cl:1][C:2]1[CH:3]=[C:4]([NH2:11])[C:5](=[CH:9][CH:10]=1)[C:6](O)=[O:7].C1([N:18]=C=NC2CCCCC2)CCCCC1.O.OC1C2N=NNC=2C=CC=1.[OH-].[NH4+]. (5) Given the product [Cl:21][C:22]1[CH:23]=[CH:24][C:25]([C:28]2[S:29][C:30]([C:34]([NH:1][CH2:2][CH:3]3[CH2:8][CH2:7][CH2:6][N:5]([C:9]4[CH:14]=[CH:13][CH:12]=[CH:11][C:10]=4[CH2:15][CH2:16][C:17]([O:19][CH3:20])=[O:18])[CH2:4]3)=[O:35])=[C:31]([CH3:33])[N:32]=2)=[CH:26][CH:27]=1, predict the reactants needed to synthesize it. The reactants are: [NH2:1][CH2:2][CH:3]1[CH2:8][CH2:7][CH2:6][N:5]([C:9]2[CH:14]=[CH:13][CH:12]=[CH:11][C:10]=2[CH2:15][CH2:16][C:17]([O:19][CH3:20])=[O:18])[CH2:4]1.[Cl:21][C:22]1[CH:27]=[CH:26][C:25]([C:28]2[S:29][C:30]([C:34](O)=[O:35])=[C:31]([CH3:33])[N:32]=2)=[CH:24][CH:23]=1. (6) Given the product [Br:25][C:26]1[CH:32]=[CH:31][C:30]([Cl:33])=[CH:29][C:27]=1[NH:28][C:45]([CH:43]1[CH2:44][N:41]([C:39]([O:38][C:34]([CH3:37])([CH3:36])[CH3:35])=[O:40])[CH2:42]1)=[O:46], predict the reactants needed to synthesize it. The reactants are: CN(C(ON1N=NC2C=CC=NC1=2)=[N+](C)C)C.F[P-](F)(F)(F)(F)F.[Br:25][C:26]1[CH:32]=[CH:31][C:30]([Cl:33])=[CH:29][C:27]=1[NH2:28].[C:34]([O:38][C:39]([N:41]1[CH2:44][CH:43]([C:45](O)=[O:46])[CH2:42]1)=[O:40])([CH3:37])([CH3:36])[CH3:35].CCN(C(C)C)C(C)C.